From a dataset of Forward reaction prediction with 1.9M reactions from USPTO patents (1976-2016). Predict the product of the given reaction. (1) Given the reactants [CH:1]12[CH2:10][CH:5]3[CH2:6][CH:7]([CH2:9][CH:3]([CH2:4]3)[CH:2]1[NH2:11])[CH2:8]2.[CH3:12][N:13]([CH3:27])[C:14]1([C:21]2[CH:26]=[CH:25][CH:24]=[CH:23][CH:22]=2)[CH2:19][CH2:18][C:17](=O)[CH2:16][CH2:15]1.ClCCCl, predict the reaction product. The product is: [CH:1]12[CH2:10][CH:5]3[CH2:6][CH:7]([CH2:9][CH:3]([CH2:4]3)[CH:2]1[NH:11][CH:17]1[CH2:16][CH2:15][C:14]([C:21]3[CH:22]=[CH:23][CH:24]=[CH:25][CH:26]=3)([N:13]([CH3:27])[CH3:12])[CH2:19][CH2:18]1)[CH2:8]2. (2) Given the reactants CO[C:3]([C:5]1[C:14]([OH:15])=[C:13]2[C:8]([CH:9]=[CH:10][C:11](=[O:23])[N:12]2[CH2:16][C:17]2[CH:22]=[CH:21][CH:20]=[CH:19][CH:18]=2)=[CH:7][N:6]=1)=[O:4].[NH2:24][CH2:25][CH2:26][NH:27][C:28](=[O:30])[CH3:29].CC(O)=O.O, predict the reaction product. The product is: [C:28]([NH:27][CH2:26][CH2:25][NH:24][C:3]([C:5]1[C:14]([OH:15])=[C:13]2[C:8]([CH:9]=[CH:10][C:11](=[O:23])[N:12]2[CH2:16][C:17]2[CH:18]=[CH:19][CH:20]=[CH:21][CH:22]=2)=[CH:7][N:6]=1)=[O:4])(=[O:30])[CH3:29]. (3) Given the reactants [NH2:1][C:2]1[CH:10]=[CH:9][C:8]([Cl:11])=[CH:7][C:3]=1[C:4]([OH:6])=[O:5].S(Cl)(Cl)=O.[CH3:16]O, predict the reaction product. The product is: [CH3:16][O:5][C:4](=[O:6])[C:3]1[CH:7]=[C:8]([Cl:11])[CH:9]=[CH:10][C:2]=1[NH2:1]. (4) Given the reactants Cl.[NH2:2][C:3]1[C:12]2[C:7](=[CH:8][CH:9]=[CH:10][CH:11]=2)[C:6]([OH:13])=[CH:5][CH:4]=1.C([Li])CCC.[C:19](O[C:19]([O:21][C:22]([CH3:25])([CH3:24])[CH3:23])=[O:20])([O:21][C:22]([CH3:25])([CH3:24])[CH3:23])=[O:20], predict the reaction product. The product is: [OH:13][C:6]1[C:7]2[C:12](=[CH:11][CH:10]=[CH:9][CH:8]=2)[C:3]([NH:2][C:19](=[O:20])[O:21][C:22]([CH3:25])([CH3:24])[CH3:23])=[CH:4][CH:5]=1. (5) Given the reactants C(O)(C(F)(F)F)=O.[Cl:8][C:9]1[CH:10]=[CH:11][C:12]([NH:29][C:30]2[C:38]3[C:33](=[CH:34][N:35]=[CH:36][CH:37]=3)[O:32][C:31]=2[C:39]2[N:44]=[CH:43][CH:42]=[CH:41][N:40]=2)=[C:13]2[C:17]=1[N:16](C(OC(C)(C)C)=O)[N:15]=[C:14]2[CH2:25][CH2:26][CH2:27][OH:28], predict the reaction product. The product is: [Cl:8][C:9]1[CH:10]=[CH:11][C:12]([NH:29][C:30]2[C:38]3[C:33](=[CH:34][N:35]=[CH:36][CH:37]=3)[O:32][C:31]=2[C:39]2[N:40]=[CH:41][CH:42]=[CH:43][N:44]=2)=[C:13]2[C:17]=1[NH:16][N:15]=[C:14]2[CH2:25][CH2:26][CH2:27][OH:28]. (6) Given the reactants [N:1]12[CH2:8][CH2:7][C:4]([C:9]([C:18]3[CH:23]=[CH:22][CH:21]=[CH:20][CH:19]=3)([C:12]3[CH:17]=[CH:16][CH:15]=[CH:14][CH:13]=3)[C:10]#[N:11])([CH2:5][CH2:6]1)[CH2:3][CH2:2]2.[C:24]1([O:30][CH2:31][CH2:32][CH2:33][CH2:34][Br:35])[CH:29]=[CH:28][CH:27]=[CH:26][CH:25]=1, predict the reaction product. The product is: [Br-:35].[C:10]([C:9]([C:18]1[CH:19]=[CH:20][CH:21]=[CH:22][CH:23]=1)([C:12]1[CH:13]=[CH:14][CH:15]=[CH:16][CH:17]=1)[C:4]12[CH2:5][CH2:6][N+:1]([CH2:34][CH2:33][CH2:32][CH2:31][O:30][C:24]3[CH:29]=[CH:28][CH:27]=[CH:26][CH:25]=3)([CH2:2][CH2:3]1)[CH2:8][CH2:7]2)#[N:11]. (7) Given the reactants [F:1][C:2]([F:36])([F:35])[C:3]1[CH:4]=[C:5]([CH:28]=[C:29]([C:31]([F:34])([F:33])[F:32])[CH:30]=1)[CH2:6][NH:7][CH2:8][C:9]1[C:10]([N:19]([CH2:22][CH:23]2[CH2:27][CH2:26][CH2:25][CH2:24]2)[CH2:20][CH3:21])=[N:11][CH:12]=[C:13]([C:15]([F:18])([F:17])[F:16])[CH:14]=1.C(N(CC)CC)C.Cl[C:45]([O:47][CH3:48])=[O:46].C(=O)(O)[O-].[Na+], predict the reaction product. The product is: [CH3:48][O:47][C:45](=[O:46])[N:7]([CH2:6][C:5]1[CH:28]=[C:29]([C:31]([F:34])([F:33])[F:32])[CH:30]=[C:3]([C:2]([F:1])([F:35])[F:36])[CH:4]=1)[CH2:8][C:9]1[C:10]([N:19]([CH2:22][CH:23]2[CH2:27][CH2:26][CH2:25][CH2:24]2)[CH2:20][CH3:21])=[N:11][CH:12]=[C:13]([C:15]([F:17])([F:16])[F:18])[CH:14]=1.